From a dataset of Forward reaction prediction with 1.9M reactions from USPTO patents (1976-2016). Predict the product of the given reaction. (1) Given the reactants [O:1]1[C:5]2[CH:6]=[CH:7][C:8]([CH:10]=O)=[CH:9][C:4]=2[O:3][CH2:2]1.[NH:12]=[C:13]1[NH:17][C:16](=[O:18])[CH2:15][S:14]1, predict the reaction product. The product is: [O:1]1[C:5]2[CH:6]=[CH:7][C:8]([CH:10]=[C:15]3[S:14][C:13](=[NH:12])[NH:17][C:16]3=[O:18])=[CH:9][C:4]=2[O:3][CH2:2]1. (2) The product is: [CH3:11][O:12][C:13]1[CH:14]=[C:15](/[C:16](=[CH:9]/[C:7]2[O:8][C:4]([N+:1]([O-:3])=[O:2])=[CH:5][CH:6]=2)/[C:17]#[N:18])[CH:19]=[CH:20][C:21]=1[O:22][CH3:23]. Given the reactants [N+:1]([C:4]1[O:8][C:7]([CH:9]=O)=[CH:6][CH:5]=1)([O-:3])=[O:2].[CH3:11][O:12][C:13]1[CH:14]=[C:15]([CH:19]=[CH:20][C:21]=1[O:22][CH3:23])[CH2:16][C:17]#[N:18], predict the reaction product. (3) The product is: [Cl:1][C:2]1[CH:3]=[C:4]([C:8]2[CH:9]=[C:10]([OH:17])[C:11]([NH:39][CH2:38][C:37]([O:36][CH3:35])=[O:40])=[N:12][CH:13]=2)[CH:5]=[CH:6][CH:7]=1. Given the reactants [Cl:1][C:2]1[CH:3]=[C:4]([C:8]2[CH:9]=[C:10]([OH:17])[C:11](C(O)=O)=[N:12][CH:13]=2)[CH:5]=[CH:6][CH:7]=1.C(N(C(C)C)CC)(C)C.CC(C)(C)C(Cl)=O.Cl.[CH3:35][O:36][C:37](=[O:40])[CH2:38][NH2:39], predict the reaction product. (4) Given the reactants [F:1][C:2]1[CH:19]=[CH:18][CH:17]=[CH:16][C:3]=1[NH:4][CH2:5][C:6]1[CH:7]=[C:8]([CH:13]=[CH:14][CH:15]=1)[C:9]([O:11][CH3:12])=[O:10].Cl.[C:21](Cl)(=[O:31])[O:22][C@@H:23]1[CH:28]2[CH2:29][CH2:30][N:25]([CH2:26][CH2:27]2)[CH2:24]1.C(Cl)(=O)O[C@@H]1C2CCN(CC2)C1, predict the reaction product. The product is: [NH3:4].[F:1][C:2]1[CH:19]=[CH:18][CH:17]=[CH:16][C:3]=1[N:4]([CH2:5][C:6]1[CH:7]=[C:8]([CH:13]=[CH:14][CH:15]=1)[C:9]([O:11][CH3:12])=[O:10])[C:21]([O:22][C@@H:23]1[CH:28]2[CH2:29][CH2:30][N:25]([CH2:26][CH2:27]2)[CH2:24]1)=[O:31]. (5) Given the reactants [C:1]([N:4]1[CH2:9][CH2:8][N:7]([C:10]2[CH:11]=[CH:12][C:13]([N+:18]([O-])=O)=[C:14]([CH:17]=2)[C:15]#[N:16])[CH2:6][CH2:5]1)(=[O:3])[CH3:2], predict the reaction product. The product is: [C:1]([N:4]1[CH2:5][CH2:6][N:7]([C:10]2[CH:11]=[CH:12][C:13]([NH2:18])=[C:14]([CH:17]=2)[C:15]#[N:16])[CH2:8][CH2:9]1)(=[O:3])[CH3:2].